From a dataset of Forward reaction prediction with 1.9M reactions from USPTO patents (1976-2016). Predict the product of the given reaction. (1) Given the reactants [CH3:1][N:2]1[C:6]2[CH:7]=[CH:8][C:9]([C:11](O)=[O:12])=[CH:10][C:5]=2[N:4]=[C:3]1[NH:14][C:15]1[S:16][C:17]2[CH:23]=[C:22]([O:24][C:25]([F:28])([F:27])[F:26])[CH:21]=[CH:20][C:18]=2[N:19]=1.[NH2:29][CH2:30][CH2:31][CH2:32][O:33][CH2:34][CH2:35][OH:36].CN(C(ON1N=NC2C=CC=CC1=2)=[N+](C)C)C.F[P-](F)(F)(F)(F)F.CCN(C(C)C)C(C)C, predict the reaction product. The product is: [OH:36][CH2:35][CH2:34][O:33][CH2:32][CH2:31][CH2:30][NH:29][C:11]([C:9]1[CH:8]=[CH:7][C:6]2[N:2]([CH3:1])[C:3]([NH:14][C:15]3[S:16][C:17]4[CH:23]=[C:22]([O:24][C:25]([F:27])([F:28])[F:26])[CH:21]=[CH:20][C:18]=4[N:19]=3)=[N:4][C:5]=2[CH:10]=1)=[O:12]. (2) Given the reactants [NH:1]1[C:9]2[C:4](=[CH:5][CH:6]=[CH:7][CH:8]=2)[CH2:3][C:2]1=[O:10].[CH:11]([C:13]1[CH:21]=[C:20]2[C:16]([C:17](/[CH:22]=[CH:23]/[C:24]3[CH:32]=[CH:31][C:27]([C:28]([OH:30])=[O:29])=[CH:26][CH:25]=3)=[N:18][NH:19]2)=[CH:15][CH:14]=1)=O, predict the reaction product. The product is: [O:10]=[C:2]1[NH:1][C:9]2[C:4](/[C:3]/1=[CH:11]\[C:13]1[CH:21]=[C:20]3[C:16]([C:17](/[CH:22]=[CH:23]/[C:24]4[CH:32]=[CH:31][C:27]([C:28]([OH:30])=[O:29])=[CH:26][CH:25]=4)=[N:18][NH:19]3)=[CH:15][CH:14]=1)=[CH:5][CH:6]=[CH:7][CH:8]=2. (3) Given the reactants [F:1][C:2]([F:19])([F:18])[C:3]1[CH:8]=[CH:7][C:6]([C:9]2[S:10][CH:11]=[C:12]([C:15]([CH3:17])=O)[C:13]=2[OH:14])=[CH:5][CH:4]=1.[NH:20]([C:22]([C:24]1[S:28][C:27]([C:29]([O:31][CH3:32])=[O:30])=[CH:26][CH:25]=1)=[O:23])[NH2:21].O.S(C1C=CC(C)=CC=1)(O)(=O)=O, predict the reaction product. The product is: [F:1][C:2]([F:19])([F:18])[C:3]1[CH:8]=[CH:7][C:6]([C:9]2[S:10][CH:11]=[C:12]([C:15](=[N:21][NH:20][C:22]([C:24]3[S:28][C:27]([C:29]([O:31][CH3:32])=[O:30])=[CH:26][CH:25]=3)=[O:23])[CH3:17])[C:13]=2[OH:14])=[CH:5][CH:4]=1. (4) Given the reactants Br[C:2]1[CH:20]=[CH:19][C:5]2[N:6]=[C:7]([C@H:9]3[CH2:12][C@H:11]([N:13]4[CH2:17]C[CH2:15][C@H:14]4[CH3:18])[CH2:10]3)[S:8][C:4]=2[CH:3]=1.[CH3:21][C:22]1[C:27](B2OC(C)(C)C(C)(C)O2)=[CH:26][CH:25]=[C:24]([CH3:37])[N:23]=1.N1C=C(B(O)O)C=NC=1, predict the reaction product. The product is: [CH3:21][C:22]1[C:27]([C:2]2[CH:20]=[CH:19][C:5]3[N:6]=[C:7]([C@H:9]4[CH2:12][C@H:11]([N:13]([CH:14]([CH3:18])[CH3:15])[CH3:17])[CH2:10]4)[S:8][C:4]=3[CH:3]=2)=[CH:26][CH:25]=[C:24]([CH3:37])[N:23]=1. (5) Given the reactants Br[C:2]1[N:3]([C:14]2[N:15]=[CH:16][N:17]=[C:18]([NH2:21])[C:19]=2[N:20]=1)[C@@H:4]1[O:12][C@H:9]([CH2:10][OH:11])[C@@H:7]([OH:8])[C@@:5]1([CH3:13])[OH:6].[NH3:22], predict the reaction product. The product is: [NH2:22][C:2]1[N:3]([C:14]2[N:15]=[CH:16][N:17]=[C:18]([NH2:21])[C:19]=2[N:20]=1)[C@@H:4]1[O:12][C@H:9]([CH2:10][OH:11])[C@@H:7]([OH:8])[C@@:5]1([CH3:13])[OH:6]. (6) Given the reactants C[O:2][C:3]1[C:19]([C:20]#[N:21])=[C:7]2[CH:8]=[C:9]([C:11]3[CH:16]=[CH:15][C:14]([O:17]C)=[CH:13][CH:12]=3)[O:10][C:6]2=[CH:5][CH:4]=1.Cl.N1C=CC=CC=1.Cl, predict the reaction product. The product is: [OH:2][C:3]1[C:19]([C:20]#[N:21])=[C:7]2[CH:8]=[C:9]([C:11]3[CH:12]=[CH:13][C:14]([OH:17])=[CH:15][CH:16]=3)[O:10][C:6]2=[CH:5][CH:4]=1.